Predict the product of the given reaction. From a dataset of Forward reaction prediction with 1.9M reactions from USPTO patents (1976-2016). Given the reactants O=[C:2]1[C:10]2(OCC[O:11]2)[C:9]2[C:4](=[CH:5][CH:6]=[C:7]([S:15]([N:18]3[CH2:22][CH2:21][CH2:20][C@H:19]3[CH2:23][O:24]OC)(=[O:17])=[O:16])[CH:8]=2)[N:3]1[CH2:27][C:28]1([CH2:35][NH2:36])[CH2:34][CH2:33][CH2:32][CH2:31][CH2:30][CH2:29]1.N.[CH3:38]CO, predict the reaction product. The product is: [CH3:38][O:24][CH2:23][C@@H:19]1[CH2:20][CH2:21][CH2:22][N:18]1[S:15]([C:7]1[CH:6]=[CH:5][C:4]2[N:3]3[CH2:27][C:28]4([CH2:34][CH2:33][CH2:32][CH2:31][CH2:30][CH2:29]4)[CH2:35][N:36]=[C:2]3[C:10](=[O:11])[C:9]=2[CH:8]=1)(=[O:17])=[O:16].